From a dataset of Catalyst prediction with 721,799 reactions and 888 catalyst types from USPTO. Predict which catalyst facilitates the given reaction. Reactant: [CH2:1]([OH:29])[C@@H:2]([CH2:4][CH2:5][CH2:6][C@H:7]([C@@H:9]1[C@:26]2([CH3:27])[C@H:12]([C@H:13]3[C@H:23]([CH2:24][CH2:25]2)[C@:21]2([CH3:22])[C:16]([CH2:17][C@@H:18]([OH:28])[CH2:19][CH2:20]2)=[CH:15][CH2:14]3)[CH2:11][CH2:10]1)[CH3:8])[CH3:3].N1C=CN=C1.[Si:35](Cl)([C:38]([CH3:41])([CH3:40])[CH3:39])([CH3:37])[CH3:36].CN(C)C=O. Product: [Si:35]([O:29][CH2:1][C@@H:2]([CH2:4][CH2:5][CH2:6][C@H:7]([C@@H:9]1[C@:26]2([CH3:27])[C@H:12]([C@H:13]3[C@H:23]([CH2:24][CH2:25]2)[C@:21]2([CH3:22])[C:16]([CH2:17][C@@H:18]([OH:28])[CH2:19][CH2:20]2)=[CH:15][CH2:14]3)[CH2:11][CH2:10]1)[CH3:8])[CH3:3])([C:38]([CH3:41])([CH3:40])[CH3:39])([CH3:37])[CH3:36]. The catalyst class is: 6.